This data is from Experimentally validated miRNA-target interactions with 360,000+ pairs, plus equal number of negative samples. The task is: Binary Classification. Given a miRNA mature sequence and a target amino acid sequence, predict their likelihood of interaction. (1) The miRNA is hsa-miR-514b-5p with sequence UUCUCAAGAGGGAGGCAAUCAU. The protein sequence of the target gene is MYLVAGGRGLAGCGHLSVSLLGLLLLLARSGTRALVCLPCDESKCEEPRSCPGSIVQGVCGCCYMCARQRNESCGGAYGLHGACDRGLRCVIRPPLNGDSITEYEVGVCEDEDWDDDQLIGFEPCNENLISGCNIINGKCECGTIRTCNNPFEFPRKDMCLSALKRIEEEKPDCSKARCEVRFSPRCPEDSILIEGYAPPGECCPLPSRCVCDPAGCLRKVCQPGYLNILVSKASGKPGECCDLYECKPVFSVDCSTVECPPVQQAVCPLDSYETQVRLTADGCCTLPARCECLSGLCGF.... Result: 0 (no interaction). (2) The miRNA is mmu-miR-191-5p with sequence CAACGGAAUCCCAAAAGCAGCUG. The protein sequence of the target gene is MCQQVVVVANTNNKMKTSYSIKQVLKTLFKKQQKQQQKPQGSLESLESVDNLRNAQVEEAYYAEIDENAANEKLAQLAHSQEFEIVEEQEDEEDVYVPVRFARTTAGTFFWTTNLQPVASVEPAMCYSMQFQDRWAQA. Result: 0 (no interaction). (3) The miRNA is mmu-miR-342-5p with sequence AGGGGUGCUAUCUGUGAUUGAG. The protein sequence of the target gene is MLALRVARGSWGALRGAAWAPGTRPSKRRACWALLPPVPCCLGCLAERWRLRPAALGLRLPGIGQRNHCSGAGKAAPRPAAGAGAAAEAPGGQWGPASTPSLYENPWTIPNMLSMTRIGLAPVLGYLIIEEDFNIALGVFALAGLTDLLDGFIARNWANQRSALGSALDPLADKILISILYVSLTYADLIPVPLTYMIISRDVMLIAAVFYVRYRTLPTPRTLAKYFNPCYATARLKPTFISKVNTAVQLILVAASLAAPVFNYADSIYLQILWCFTAFTTAASAYSYYHYGRKTVQVIK.... Result: 0 (no interaction). (4) The miRNA is hsa-miR-3129-5p with sequence GCAGUAGUGUAGAGAUUGGUUU. The protein sequence of the target gene is MRPRGLPPLLVVLLGCWASVSAQTDATPAVTTEGLNSTEAALATFGTFPSTRPPGTPRAPGPSSGPRPTPVTDVAVLCVCDLSPAQCDINCCCDPDCSSVDFSVFSACSVPVVTGDSQFCSQKAVIYSLNFTANPPQRVFELVDQINPSIFCIHITNYKPALSFINPEVPDENNFDTLMKTSDGFTLNAESYVSFTTKLDIPTAAKYEYGVPLQTSDSFLRFPSSLTSSLCTDNNPAAFLVNQAVKCTRKINLEQCEEIEALSMAFYSSPEILRVPDSRKKVPITVQSIVIQSLNKTLTR.... Result: 0 (no interaction). (5) The miRNA is hsa-miR-3117-3p with sequence AUAGGACUCAUAUAGUGCCAG. The protein sequence of the target gene is MKKHSARVAPLSACNSPVLTLTKVEGEERPREPPGPAEAQAPAGTEAGGRTSRHNWTCSQERLKKVFWGVAVVFCVCASWAGSTQLARLTFKTFDAPFTLTWFATNWNFLFFPLYYAGHVCKSTEKQSMKQRYRECCRFFGDNGLTLKVFFTKAAPFGVLWTLTNYLYLHAIKKINATDVSVLFCCNKSFVFLLSWIVLRDRFMGVRIVAAILAIAGIVMMTYADGFHSHSVIGIALVVGSASMSALYKVLFKLLLGSAKFGEAALFLSILGVFNILFITCIPVILYFTRVEYWNSFDDI.... Result: 0 (no interaction). (6) The protein sequence of the target gene is MEQPEDMASLSEFDSLAGSIPATKVEITVSCRNLLDKDMFSKSDPLCVMYTQGMENKQWREFGRTEVIDNTLNPDFVRKFIVDYFFEEKQNLRFDLYDVDSKSPDLSKHDFLGQAFCTLGEIVGSPGSRLEKPLTIGAFSLNSRTGKPMPAVSNGGVPGKKCGTIILSAEELSNCRDVATMQFCANKLDKKDFFGKSDPFLVFYRSNEDGTFTICHKTEVMKNTLNPVWQTFSIPVRALCNGDYDRTIKVEVYDWDRDGSHDFIGEFTTSYRELARGQSQFNIYEVVNPKKKMKKKKYVN.... Result: 0 (no interaction). The miRNA is hsa-miR-299-3p with sequence UAUGUGGGAUGGUAAACCGCUU. (7) The miRNA is hsa-miR-4727-3p with sequence AUAGUGGGAAGCUGGCAGAUUC. The protein sequence of the target gene is MKLLTRAGSFSRFYSLKVAPKVKATAAPAGAPPQPQDLEFTKLPNGLVIASLENYSPVSRIGLFIKAGSRYEDFSNLGTTHLLRLTSSLTTKGASSFKITRGIEAVGGKLSVTATRENMAYTVECLRGDVDILMEFLLNVTTAPEFRRWEVADLQPQLKIDKAVAFQNPQTHVIENLHAAAYRNALANPLYCPDYRIGKVTSEELHYFVQNHFTSARMALIGLGVSHPVLKQVAEQFLNMRGGLGLSGAKANYRGGEIREQNGDSLVHAAFVAESAVAGSAEANAFSVLQHVLGAGPHVK.... Result: 0 (no interaction).